Dataset: Forward reaction prediction with 1.9M reactions from USPTO patents (1976-2016). Task: Predict the product of the given reaction. (1) Given the reactants [F:1][C:2]1[C:7](F)=[C:6]([S:9]([CH2:12][CH2:13][OH:14])(=[O:11])=[O:10])[C:5](F)=[C:4]([F:16])[C:3]=1[S:17]([NH2:20])(=[O:19])=[O:18].CS(C)=O.[CH3:25][O:26][C:27]1[CH:28]=[C:29]([CH:32]=[CH:33][C:34]=1[O:35][CH3:36])[CH2:30][NH2:31], predict the reaction product. The product is: [CH3:25][O:26][C:27]1[CH:28]=[C:29]([CH:32]=[CH:33][C:34]=1[O:35][CH3:36])[CH2:30][NH:31][C:5]1[C:4]([F:16])=[C:3]([S:17]([NH2:20])(=[O:19])=[O:18])[C:2]([F:1])=[C:7]([NH:31][CH2:30][C:29]2[CH:32]=[CH:33][C:34]([O:35][CH3:36])=[C:27]([O:26][CH3:25])[CH:28]=2)[C:6]=1[S:9]([CH2:12][CH2:13][OH:14])(=[O:11])=[O:10]. (2) The product is: [CH3:13][C:7]([C:1]1[CH:2]=[CH:3][CH:4]=[CH:5][CH:6]=1)([CH2:18][C:19]([CH3:21])=[CH2:20])[C:8]([OH:10])=[O:9]. Given the reactants [C:1]1([C:7]([CH2:18][C:19]([CH3:21])=[CH2:20])([C:13](OCC)=O)[C:8]([O:10]CC)=[O:9])[CH:6]=[CH:5][CH:4]=[CH:3][CH:2]=1.[OH-].[Na+], predict the reaction product. (3) The product is: [Cl:8][C:6]1[N:5]=[C:4]([NH2:9])[N:3]=[C:2]([NH:18][CH2:17][CH2:16][C:10]2[CH:15]=[CH:14][CH:13]=[CH:12][CH:11]=2)[CH:7]=1. Given the reactants Cl[C:2]1[CH:7]=[C:6]([Cl:8])[N:5]=[C:4]([NH2:9])[N:3]=1.[C:10]1([CH2:16][CH2:17][NH2:18])[CH:15]=[CH:14][CH:13]=[CH:12][CH:11]=1.C(N(CC)CC)C, predict the reaction product. (4) Given the reactants CN(C(ON1N=NC2C=CC=NC1=2)=[N+](C)C)C.F[P-](F)(F)(F)(F)F.[O:25]=[C:26]1[N:34]2[C@H:29]([CH2:30][CH2:31][C@H:32]([C:35]([OH:37])=O)[CH2:33]2)[CH2:28][CH2:27]1.CCN(C(C)C)C(C)C.Cl.[Cl:48][C:49]1[C:50]([CH2:55][NH2:56])=[N:51][CH:52]=[CH:53][N:54]=1, predict the reaction product. The product is: [Cl:48][C:49]1[C:50]([CH2:55][NH:56][C:35]([C@H:32]2[CH2:31][CH2:30][C@H:29]3[N:34]([C:26](=[O:25])[CH2:27][CH2:28]3)[CH2:33]2)=[O:37])=[N:51][CH:52]=[CH:53][N:54]=1. (5) Given the reactants [CH2:1]=[CH:2][C:3]1[CH:8]=[CH:7][CH:6]=[CH:5][CH:4]=1.[CH:9]1[C:14]([I:15])=[C:13]([I:16])[C:12]([C:17]([OH:19])=[O:18])=[CH:11][C:10]=1[I:20].[H-].[Na+:22], predict the reaction product. The product is: [CH:1]([Na:22])=[CH:2][C:3]1[CH:8]=[CH:7][CH:6]=[CH:5][CH:4]=1.[CH:9]1[C:14]([I:15])=[C:13]([I:16])[C:12]([C:17]([OH:19])=[O:18])=[CH:11][C:10]=1[I:20]. (6) Given the reactants [F:1][C:2]1[CH:3]=[C:4]([N:8]2[C:16]3[C:11](=[CH:12][CH:13]=[CH:14][CH:15]=3)[CH:10]=[C:9]2[C:17](N(OC)C)=[O:18])[CH:5]=[CH:6][CH:7]=1.[CH3:23][Mg]Br.CCOCC, predict the reaction product. The product is: [F:1][C:2]1[CH:3]=[C:4]([N:8]2[C:16]3[C:11](=[CH:12][CH:13]=[CH:14][CH:15]=3)[CH:10]=[C:9]2[C:17](=[O:18])[CH3:23])[CH:5]=[CH:6][CH:7]=1. (7) Given the reactants [CH:1]1([CH2:4][N:5]2[C:9]([CH:10]3[CH2:14][CH2:13][O:12][CH2:11]3)=[CH:8][C:7](I)=[N:6]2)[CH2:3][CH2:2]1.[CH3:16][C:17]1[C:25]2[C:20](=[N:21][CH:22]=[C:23](B3OC(C)(C)C(C)(C)O3)[CH:24]=2)[NH:19][CH:18]=1.C(=O)([O-])[O-].[Cs+].[Cs+], predict the reaction product. The product is: [CH:1]1([CH2:4][N:5]2[C:9]([CH:10]3[CH2:14][CH2:13][O:12][CH2:11]3)=[CH:8][C:7]([C:23]3[CH:24]=[C:25]4[C:17]([CH3:16])=[CH:18][NH:19][C:20]4=[N:21][CH:22]=3)=[N:6]2)[CH2:3][CH2:2]1. (8) Given the reactants C(C1[CH:8]=[CH:7][C:6]([CH:9]2[CH2:14][CH2:13][N:12]([C:15]([O:17][C:18]([CH3:21])([CH3:20])[CH3:19])=[O:16])[CH2:11][CH2:10]2)=[CH:5][CH:4]=1)#N.BrC1C=C[N:26]2[CH:29]=[N:30][N:31]=C2C=1, predict the reaction product. The product is: [N:31]1[N:30]=[CH:29][N:26]2[CH:4]=[CH:5][C:6]([CH:9]3[CH2:10][CH2:11][N:12]([C:15]([O:17][C:18]([CH3:19])([CH3:20])[CH3:21])=[O:16])[CH2:13][CH2:14]3)=[CH:7][C:8]=12. (9) Given the reactants [NH2:1][C:2]1[CH:3]=[N:4][C:5]2[C:10]([C:11]=1[NH:12][CH2:13][CH2:14][C:15]([O:17][CH2:18][CH3:19])=[O:16])=[CH:9][CH:8]=[CH:7][CH:6]=2.[CH2:20]([O:22][CH2:23][C:24](Cl)=O)[CH3:21].C(N(CC)CC)C.C(O)C, predict the reaction product. The product is: [CH2:20]([O:22][CH2:23][C:24]1[N:12]([CH2:13][CH2:14][C:15]([O:17][CH2:18][CH3:19])=[O:16])[C:11]2[C:10]3[CH:9]=[CH:8][CH:7]=[CH:6][C:5]=3[N:4]=[CH:3][C:2]=2[N:1]=1)[CH3:21].